From a dataset of Full USPTO retrosynthesis dataset with 1.9M reactions from patents (1976-2016). Predict the reactants needed to synthesize the given product. (1) Given the product [C:1]([O:5][C:6](=[O:47])[CH:7]([NH:36][C:37]([O:39][CH2:40][C:41]1[CH:42]=[CH:43][CH:44]=[CH:45][CH:46]=1)=[O:38])[CH2:8][NH:9][C:10]1[C:15]([CH3:16])=[C:14]([N:17]2[CH2:22][CH2:21][CH:20]([C:23]3[CH:28]=[CH:27][CH:26]=[C:25]([NH2:29])[N:24]=3)[CH2:19][CH2:18]2)[N:13]=[CH:12][N:11]=1)([CH3:4])([CH3:2])[CH3:3], predict the reactants needed to synthesize it. The reactants are: [C:1]([O:5][C:6](=[O:47])[CH:7]([NH:36][C:37]([O:39][CH2:40][C:41]1[CH:46]=[CH:45][CH:44]=[CH:43][CH:42]=1)=[O:38])[CH2:8][NH:9][C:10]1[C:15]([CH3:16])=[C:14]([N:17]2[CH2:22][CH2:21][CH:20]([C:23]3[CH:28]=[CH:27][CH:26]=[C:25]([N:29]4C(C)=CC=C4C)[N:24]=3)[CH2:19][CH2:18]2)[N:13]=[CH:12][N:11]=1)([CH3:4])([CH3:3])[CH3:2].Cl.NO. (2) Given the product [F:1][C:2]1[CH:3]=[C:4]([CH:42]=[CH:43][CH:44]=1)[CH2:5][N:6]1[C:10]([CH3:11])=[C:9]([C:12]2[C:20]3[C:15](=[N:16][CH:17]=[C:18]([C:21]4[CH:40]=[CH:39][CH:38]=[C:23]([O:24][CH:25]5[CH2:26][CH2:27][NH:28][CH2:29][CH2:30]5)[CH:22]=4)[CH:19]=3)[NH:14][CH:13]=2)[C:8]([CH3:41])=[N:7]1, predict the reactants needed to synthesize it. The reactants are: [F:1][C:2]1[CH:3]=[C:4]([CH:42]=[CH:43][CH:44]=1)[CH2:5][N:6]1[C:10]([CH3:11])=[C:9]([C:12]2[C:20]3[C:15](=[N:16][CH:17]=[C:18]([C:21]4[CH:22]=[C:23]([CH:38]=[CH:39][CH:40]=4)[O:24][CH:25]4[CH2:30][CH2:29][N:28](C(OC(C)(C)C)=O)[CH2:27][CH2:26]4)[CH:19]=3)[NH:14][CH:13]=2)[C:8]([CH3:41])=[N:7]1. (3) Given the product [Cl:13][C:11]1[CH:10]=[CH:9][C:5]([C:6]([NH:30][C:29]2[CH:31]=[CH:32][C:26]([O:25][CH2:24][CH:23]([O:35][CH2:36][CH3:37])[O:22][CH2:20][CH3:21])=[C:27]([O:33][CH3:34])[CH:28]=2)=[O:8])=[C:4]([N+:1]([O-:3])=[O:2])[CH:12]=1, predict the reactants needed to synthesize it. The reactants are: [N+:1]([C:4]1[CH:12]=[C:11]([Cl:13])[CH:10]=[CH:9][C:5]=1[C:6]([OH:8])=O)([O-:3])=[O:2].C(Cl)(=O)C(Cl)=O.[CH2:20]([O:22][CH:23]([O:35][CH2:36][CH3:37])[CH2:24][O:25][C:26]1[CH:32]=[CH:31][C:29]([NH2:30])=[CH:28][C:27]=1[O:33][CH3:34])[CH3:21].C(N(CC)CC)C. (4) Given the product [CH2:1]([O:3][C:4](=[O:18])[CH:5]([O:15][CH2:16][CH3:17])[CH2:6][C:7]1[CH:12]=[CH:11][C:10]([O:13][CH2:20][C:21]2[N:22]=[C:23]([C:26]3[CH:31]=[CH:30][C:29]([CH:32]([CH3:34])[CH3:33])=[CH:28][CH:27]=3)[S:24][CH:25]=2)=[C:9]([CH3:14])[CH:8]=1)[CH3:2], predict the reactants needed to synthesize it. The reactants are: [CH2:1]([O:3][C:4](=[O:18])[CH:5]([O:15][CH2:16][CH3:17])[CH2:6][C:7]1[CH:12]=[CH:11][C:10]([OH:13])=[C:9]([CH3:14])[CH:8]=1)[CH3:2].Cl[CH2:20][C:21]1[N:22]=[C:23]([C:26]2[CH:31]=[CH:30][C:29]([CH:32]([CH3:34])[CH3:33])=[CH:28][CH:27]=2)[S:24][CH:25]=1.C(C1C=CC(C(N)=S)=CC=1)(C)C.ClCC(CCl)=O.C(=O)([O-])[O-].[Cs+].[Cs+]. (5) The reactants are: [C:1]([O:5][C:6]([N:8]1[CH2:12][CH2:11][C@H:10]([O:13][CH2:14][C:15]2[C:20]([C:21]#[N:22])=[CH:19][CH:18]=[CH:17][C:16]=2Cl)[CH2:9]1)=[O:7])([CH3:4])([CH3:3])[CH3:2].[F:24][C:25]1[CH:30]=[CH:29][C:28]([F:31])=[CH:27][C:26]=1B(O)O.[F-].[K+].C1(P(C2C=CC=CC=2C2C=CC=CC=2)C2CCCCC2)CCCCC1. Given the product [C:1]([O:5][C:6]([N:8]1[CH2:12][CH2:11][C@H:10]([O:13][CH2:14][C:15]2[C:20]([C:21]#[N:22])=[CH:19][CH:18]=[CH:17][C:16]=2[C:29]2[CH:30]=[C:25]([F:24])[CH:26]=[CH:27][C:28]=2[F:31])[CH2:9]1)=[O:7])([CH3:4])([CH3:3])[CH3:2], predict the reactants needed to synthesize it. (6) Given the product [F:1][C:2]1[CH:7]=[CH:6][C:5]([N:8]2[C:16]3[C:11](=[CH:12][C:13](/[C:17](=[CH:24]\[CH:25]([CH3:26])[CH3:27])/[C:18]([CH3:23])([CH3:22])[C:19]([NH:33][C:29]4[S:28][CH:32]=[N:31][N:30]=4)=[O:20])=[CH:14][CH:15]=3)[CH:10]=[N:9]2)=[CH:4][CH:3]=1, predict the reactants needed to synthesize it. The reactants are: [F:1][C:2]1[CH:7]=[CH:6][C:5]([N:8]2[C:16]3[C:11](=[CH:12][C:13](/[C:17](=[CH:24]\[CH:25]([CH3:27])[CH3:26])/[C:18]([CH3:23])([CH3:22])[C:19](O)=[O:20])=[CH:14][CH:15]=3)[CH:10]=[N:9]2)=[CH:4][CH:3]=1.[S:28]1[CH:32]=[N:31][N:30]=[C:29]1[NH2:33]. (7) Given the product [Cl:21][C:18]1[CH:19]=[CH:20][C:14]2[O:13][C:12]([C:4]3[CH:3]=[C:2]([N:1]4[C:31](=[O:32])[C:25]5[C:24](=[CH:23][CH:22]=[C:27]([C:28]([OH:30])=[O:29])[CH:26]=5)[C:34]4=[O:33])[CH:7]=[CH:6][C:5]=3[NH:8][CH2:9][CH2:10][CH3:11])=[N:16][C:15]=2[CH:17]=1, predict the reactants needed to synthesize it. The reactants are: [NH2:1][C:2]1[CH:3]=[C:4]([C:12]2[O:13][C:14]3[CH:20]=[CH:19][C:18]([Cl:21])=[CH:17][C:15]=3[N:16]=2)[C:5]([NH:8][CH2:9][CH2:10][CH3:11])=[CH:6][CH:7]=1.[CH:22]1[C:27]([C:28]([OH:30])=[O:29])=[CH:26][C:25]2[C:31]([O:33][C:34](=O)[C:24]=2[CH:23]=1)=[O:32]. (8) Given the product [C:29]([C:24]([C:25]([OH:27])=[O:26])([OH:28])[C:23]([C:15](=[O:22])[C:16]1[CH:21]=[CH:20][CH:19]=[CH:18][CH:17]=1)([OH:37])[C:38]([OH:40])=[O:39])(=[O:36])[C:30]1[CH:35]=[CH:34][CH:33]=[CH:32][CH:31]=1.[CH3:1][C@@H:2]1[C@@H:7]([O:8][C:9](=[O:14])[C:10]([CH3:13])([CH3:12])[CH3:11])[CH2:6][CH2:5][NH:4][CH2:3]1, predict the reactants needed to synthesize it. The reactants are: [CH3:1][CH:2]1[CH:7]([O:8][C:9](=[O:14])[C:10]([CH3:13])([CH3:12])[CH3:11])[CH2:6][CH2:5][NH:4][CH2:3]1.[C:15]([C:23]([C:38]([O-:40])=[O:39])([OH:37])[C:24]([C:29](=[O:36])[C:30]1[CH:35]=[CH:34][CH:33]=[CH:32][CH:31]=1)([OH:28])[C:25]([O-:27])=[O:26])(=[O:22])[C:16]1[CH:21]=[CH:20][CH:19]=[CH:18][CH:17]=1.